From a dataset of Full USPTO retrosynthesis dataset with 1.9M reactions from patents (1976-2016). Predict the reactants needed to synthesize the given product. (1) Given the product [N:1]12[CH2:8][CH2:7][CH:4]([CH2:5][CH2:6]1)[C@@H:3]([NH:9][C:10]([C:12]1[O:13][C:14]([C:26]3[CH:25]=[CH:24][CH:23]=[C:22]([NH:21][C:18](=[O:20])[CH3:19])[CH:27]=3)=[CH:15][CH:16]=1)=[O:11])[CH2:2]2, predict the reactants needed to synthesize it. The reactants are: [N:1]12[CH2:8][CH2:7][CH:4]([CH2:5][CH2:6]1)[C@@H:3]([NH:9][C:10]([C:12]1[O:13][C:14](Br)=[CH:15][CH:16]=1)=[O:11])[CH2:2]2.[C:18]([NH:21][C:22]1[CH:23]=[C:24](B(O)O)[CH:25]=[CH:26][CH:27]=1)(=[O:20])[CH3:19].C(=O)([O-])[O-].[Na+].[Na+]. (2) Given the product [CH2:15]([N:11]1[C:12]2[C:7](=[C:6]([OH:33])[C:5]([C:3]([NH:34][CH2:35][CH2:36][C:37]([OH:39])=[O:38])=[O:4])=[N:14][CH:13]=2)[CH:8]=[C:9]([C:23]2[CH:28]=[CH:27][CH:26]=[CH:25][C:24]=2[C:29]([F:31])([F:32])[F:30])[C:10]1=[O:22])[C:16]1[CH:17]=[CH:18][CH:19]=[CH:20][CH:21]=1, predict the reactants needed to synthesize it. The reactants are: CO[C:3]([C:5]1[C:6]([OH:33])=[C:7]2[C:12](=[CH:13][N:14]=1)[N:11]([CH2:15][C:16]1[CH:21]=[CH:20][CH:19]=[CH:18][CH:17]=1)[C:10](=[O:22])[C:9]([C:23]1[CH:28]=[CH:27][CH:26]=[CH:25][C:24]=1[C:29]([F:32])([F:31])[F:30])=[CH:8]2)=[O:4].[NH2:34][CH2:35][CH2:36][C:37]([OH:39])=[O:38].C[O-].[Na+]. (3) Given the product [C:18]1([C:17]([C:24]2[CH:25]=[CH:26][CH:27]=[CH:28][CH:29]=2)([C:30]2[CH:31]=[CH:32][CH:33]=[CH:34][CH:35]=2)[O:15][CH2:14][CH2:13][O:12][CH2:11][CH2:10][O:9][CH2:8][CH2:7][O:6][CH2:5][CH2:4][O:3][CH2:2][CH2:1][OH:16])[CH:19]=[CH:20][CH:21]=[CH:22][CH:23]=1, predict the reactants needed to synthesize it. The reactants are: [CH2:1]([OH:16])[CH2:2][O:3][CH2:4][CH2:5][O:6][CH2:7][CH2:8][O:9][CH2:10][CH2:11][O:12][CH2:13][CH2:14][OH:15].[C:17](Cl)([C:30]1[CH:35]=[CH:34][CH:33]=[CH:32][CH:31]=1)([C:24]1[CH:29]=[CH:28][CH:27]=[CH:26][CH:25]=1)[C:18]1[CH:23]=[CH:22][CH:21]=[CH:20][CH:19]=1.O. (4) Given the product [CH:35]1([NH:34][C:25]2[CH:26]=[C:27]([C:30]([F:33])([F:31])[F:32])[CH:28]=[CH:29][C:24]=2[C:23]([NH:22][C:19]2[CH:20]=[C:21]3[C:16]([CH2:15][CH2:14][C:13](=[O:42])[N:12]3[CH2:11][CH2:10][OH:9])=[CH:17][CH:18]=2)=[O:41])[CH2:36][CH2:37][CH2:38][CH2:39][CH2:40]1, predict the reactants needed to synthesize it. The reactants are: Cl.[Si]([O:9][CH2:10][CH2:11][N:12]1[C:21]2[C:16](=[CH:17][CH:18]=[C:19]([NH:22][C:23](=[O:41])[C:24]3[CH:29]=[CH:28][C:27]([C:30]([F:33])([F:32])[F:31])=[CH:26][C:25]=3[NH:34][CH:35]3[CH2:40][CH2:39][CH2:38][CH2:37][CH2:36]3)[CH:20]=2)[CH2:15][CH2:14][C:13]1=[O:42])(C(C)(C)C)(C)C.